This data is from TCR-epitope binding with 47,182 pairs between 192 epitopes and 23,139 TCRs. The task is: Binary Classification. Given a T-cell receptor sequence (or CDR3 region) and an epitope sequence, predict whether binding occurs between them. (1) The epitope is FLPRVFSAV. The TCR CDR3 sequence is CASSLGATGAFF. Result: 1 (the TCR binds to the epitope). (2) The epitope is RLRPGGKKK. The TCR CDR3 sequence is CASSWGQGNTIYF. Result: 0 (the TCR does not bind to the epitope). (3) The epitope is MPASWVMRI. The TCR CDR3 sequence is CASSPILAASSYNEQFF. Result: 1 (the TCR binds to the epitope). (4) The epitope is RQLLFVVEV. The TCR CDR3 sequence is CASSLFTGDTEAFF. Result: 1 (the TCR binds to the epitope).